From a dataset of Reaction yield outcomes from USPTO patents with 853,638 reactions. Predict the reaction yield, written as a fraction of the theoretical maximum amount of product (1.0 means a 100% yield; for example, 0.34 means a 34% yield). (1) The reactants are C(OC([NH:8][C@H:9]([C:14]([NH:16][C@@H:17]1[C:23](=[O:24])[NH:22][C:21]2[CH:25]=[CH:26][CH:27]=[CH:28][C:20]=2[O:19][C@@H:18]1[C:29]1[CH:34]=[CH:33][CH:32]=[CH:31][CH:30]=1)=[O:15])[CH2:10][CH:11]([CH3:13])[CH3:12])=O)(C)(C)C.FC(F)(F)C(O)=O. The catalyst is ClCCl. The product is [O:24]=[C:23]1[NH:22][C:21]2[CH:25]=[CH:26][CH:27]=[CH:28][C:20]=2[O:19][C@H:18]([C:29]2[CH:34]=[CH:33][CH:32]=[CH:31][CH:30]=2)[C@@H:17]1[NH:16][C:14](=[O:15])[C@H:9]([CH2:10][CH:11]([CH3:12])[CH3:13])[NH2:8]. The yield is 0.990. (2) The yield is 0.605. The catalyst is O.O1CCOCC1. The product is [F:31][C:28]1[C:27]([F:32])=[CH:26][C:25]([C:13]2[CH:12]=[N:11][N:10]([CH2:9][CH2:8][O:7][CH:2]3[CH2:3][CH2:4][CH2:5][CH2:6][O:1]3)[CH:14]=2)=[CH:30][N:29]=1. The reactants are [O:1]1[CH2:6][CH2:5][CH2:4][CH2:3][CH:2]1[O:7][CH2:8][CH2:9][N:10]1[CH:14]=[C:13](B2OC(C)(C)C(C)(C)O2)[CH:12]=[N:11]1.Cl[C:25]1[CH:26]=[C:27]([F:32])[C:28]([F:31])=[N:29][CH:30]=1.CC(C1C=C(C(C)C)C(C2C=CC=CC=2P(C2CCCCC2)C2CCCCC2)=C(C(C)C)C=1)C.P([O-])([O-])([O-])=O.[K+].[K+].[K+].